Task: Predict the reactants needed to synthesize the given product.. Dataset: Full USPTO retrosynthesis dataset with 1.9M reactions from patents (1976-2016) (1) Given the product [CH3:13][O:14][C:15]1[CH:16]=[C:17]2[C:22](=[CH:23][C:24]=1[O:25][CH3:26])[N:21]=[CH:20][CH:19]=[C:18]2[O:27][C:28]1[CH:34]=[CH:33][C:31]([NH:32][C:11]([NH:10][C:8](=[O:9])[C:4]2[CH:5]=[CH:6][CH:7]=[C:2]([CH3:1])[CH:3]=2)=[S:12])=[C:30]([CH3:35])[CH:29]=1, predict the reactants needed to synthesize it. The reactants are: [CH3:1][C:2]1[CH:3]=[C:4]([C:8]([N:10]=[C:11]=[S:12])=[O:9])[CH:5]=[CH:6][CH:7]=1.[CH3:13][O:14][C:15]1[CH:16]=[C:17]2[C:22](=[CH:23][C:24]=1[O:25][CH3:26])[N:21]=[CH:20][CH:19]=[C:18]2[O:27][C:28]1[CH:34]=[CH:33][C:31]([NH2:32])=[C:30]([CH3:35])[CH:29]=1.C1(C)C=CC=CC=1. (2) Given the product [CH3:1][O:2][C:3](=[O:18])[CH:4]([C:11]1[CH:16]=[CH:15][C:14]([C:22]#[C:21][C:20]([OH:25])([CH3:19])[CH2:23][CH3:24])=[CH:13][CH:12]=1)[CH2:5][CH:6]1[CH2:10][CH2:9][CH2:8][CH2:7]1, predict the reactants needed to synthesize it. The reactants are: [CH3:1][O:2][C:3](=[O:18])[CH:4]([C:11]1[CH:16]=[CH:15][C:14](I)=[CH:13][CH:12]=1)[CH2:5][CH:6]1[CH2:10][CH2:9][CH2:8][CH2:7]1.[CH3:19][C:20]([OH:25])([CH2:23][CH3:24])[C:21]#[CH:22]. (3) Given the product [CH3:13][O:12][C:10]([CH:9]1[C:8]([C:5]2[CH:4]=[CH:3][C:2]([Cl:1])=[CH:7][CH:6]=2)([CH3:14])[CH2:17][N:18]([CH2:24][C:25]2[CH:26]=[CH:27][CH:28]=[CH:29][CH:30]=2)[CH2:19]1)=[O:11], predict the reactants needed to synthesize it. The reactants are: [Cl:1][C:2]1[CH:7]=[CH:6][C:5](/[C:8](/[CH3:14])=[CH:9]/[C:10]([O:12][CH3:13])=[O:11])=[CH:4][CH:3]=1.CO[CH2:17][N:18]([CH2:24][C:25]1[CH:30]=[CH:29][CH:28]=[CH:27][CH:26]=1)[CH2:19][Si](C)(C)C.C(O)(C(F)(F)F)=O.CCN(CC)CC. (4) Given the product [N+:10]([C:7]1[CH:8]=[CH:9][C:4]([O:21][CH2:20][CH2:19][N:13]2[CH2:18][CH2:17][O:16][CH2:15][CH2:14]2)=[N:5][CH:6]=1)([O-:12])=[O:11], predict the reactants needed to synthesize it. The reactants are: [H-].[Na+].Cl[C:4]1[CH:9]=[CH:8][C:7]([N+:10]([O-:12])=[O:11])=[CH:6][N:5]=1.[N:13]1([CH2:19][CH2:20][OH:21])[CH2:18][CH2:17][O:16][CH2:15][CH2:14]1. (5) Given the product [CH3:22][C:20]1([CH3:21])[C:16]([CH3:30])([CH3:15])[O:17][B:18]([C:23]2[CH:24]=[CH:25][C:26]([NH:29][C:8](=[O:10])[CH3:9])=[N:27][CH:28]=2)[O:19]1, predict the reactants needed to synthesize it. The reactants are: C(N(CC)CC)C.[C:8](OC(=O)C)(=[O:10])[CH3:9].[CH3:15][C:16]1([CH3:30])[C:20]([CH3:22])([CH3:21])[O:19][B:18]([C:23]2[CH:24]=[CH:25][C:26]([NH2:29])=[N:27][CH:28]=2)[O:17]1. (6) Given the product [C:17]1([CH:27]2[NH:1][C:2]3[CH:6]=[C:5]([C:7]4[CH:8]=[CH:9][N:10]=[CH:11][CH:12]=4)[S:4][C:3]=3[C:13](=[O:14])[NH:15]2)[CH:22]=[CH:21][CH:20]=[CH:19][CH:18]=1, predict the reactants needed to synthesize it. The reactants are: [NH2:1][C:2]1[CH:6]=[C:5]([C:7]2[CH:12]=[CH:11][N:10]=[CH:9][CH:8]=2)[S:4][C:3]=1[C:13]([NH2:15])=[O:14].O.[C:17]1([CH3:27])[CH:22]=[CH:21][C:20](S(O)(=O)=O)=[CH:19][CH:18]=1.C(=O)C1C=CC=CC=1.C1(C)C=CC=CC=1.